From a dataset of Catalyst prediction with 721,799 reactions and 888 catalyst types from USPTO. Predict which catalyst facilitates the given reaction. (1) Reactant: [NH2:1][C:2]1[C:3]([C:25]#[C:26][CH2:27][CH2:28][CH2:29][OH:30])=[N:4][CH:5]=[N:6][C:7]=1[NH:8][C:9]1[CH:14]=[CH:13][C:12]([O:15][CH2:16][C:17]2[CH:22]=[CH:21][CH:20]=[C:19]([F:23])[CH:18]=2)=[C:11]([Cl:24])[CH:10]=1. Product: [Cl:24][C:11]1[CH:10]=[C:9]([NH:8][C:7]2[C:2]3[NH:1][C:26]([CH2:27][CH2:28][CH2:29][OH:30])=[CH:25][C:3]=3[N:4]=[CH:5][N:6]=2)[CH:14]=[CH:13][C:12]=1[O:15][CH2:16][C:17]1[CH:22]=[CH:21][CH:20]=[C:19]([F:23])[CH:18]=1. The catalyst class is: 590. (2) Reactant: [NH2:1][C:2]1[C:24]([F:25])=[CH:23][C:5]2[S:6][CH2:7][CH2:8][N:9]([CH:10]3[CH2:15][CH2:14][N:13]([C:16]([O:18][C:19]([CH3:22])([CH3:21])[CH3:20])=[O:17])[CH2:12][CH2:11]3)[C:4]=2[CH:3]=1.C(N(CC)CC)C.Cl.[S:34]1[CH:38]=[CH:37][CH:36]=[C:35]1[C:39](=[NH:42])OC. Product: [F:25][C:24]1[C:2]([NH:1][C:39]([C:35]2[S:34][CH:38]=[CH:37][CH:36]=2)=[NH:42])=[CH:3][C:4]2[N:9]([CH:10]3[CH2:15][CH2:14][N:13]([C:16]([O:18][C:19]([CH3:21])([CH3:22])[CH3:20])=[O:17])[CH2:12][CH2:11]3)[CH2:8][CH2:7][S:6][C:5]=2[CH:23]=1. The catalyst class is: 162.